Dataset: Forward reaction prediction with 1.9M reactions from USPTO patents (1976-2016). Task: Predict the product of the given reaction. The product is: [OH:11][CH:3]([CH2:4][CH2:5][CH2:6][NH2:7])[C@@H:2]([C:8]([OH:10])=[O:9])[NH2:1]. Given the reactants [NH2:1][C@H:2]([C:8]([OH:10])=[O:9])[CH2:3][CH2:4][CH2:5][CH2:6][NH2:7].[O:11]=C(CCC(O)=O)C(O)=O.O=C1O[C@H]([C@H](CO)O)C(O)=C1O, predict the reaction product.